From a dataset of Forward reaction prediction with 1.9M reactions from USPTO patents (1976-2016). Predict the product of the given reaction. (1) Given the reactants [CH2:1]([O:5][C:6]1[CH:11]=[CH:10][C:9]([S:12]([NH:15][C:16]2([C:29]([NH:31][OH:32])=[O:30])[CH2:21][CH2:20][N:19](C(OC(C)(C)C)=O)[CH2:18][CH2:17]2)(=[O:14])=[O:13])=[CH:8][CH:7]=1)[C:2]#[C:3][CH3:4].Cl, predict the reaction product. The product is: [CH2:1]([O:5][C:6]1[CH:11]=[CH:10][C:9]([S:12]([NH:15][C:16]2([C:29]([NH:31][OH:32])=[O:30])[CH2:21][CH2:20][NH:19][CH2:18][CH2:17]2)(=[O:13])=[O:14])=[CH:8][CH:7]=1)[C:2]#[C:3][CH3:4]. (2) Given the reactants [CH:1]([C:4]1[CH:9]=[CH:8][C:7]([S:10]([NH:13][C:14]2[CH:19]=[CH:18][C:17]([C@@H:20]3[CH2:24][CH2:23][N:22]([CH2:25][CH2:26][CH2:27][O:28]C(=O)C)[CH2:21]3)=[CH:16][CH:15]=2)(=[O:12])=[O:11])=[CH:6][CH:5]=1)([CH3:3])[CH3:2].[OH-].[Li+], predict the reaction product. The product is: [OH:28][CH2:27][CH2:26][CH2:25][N:22]1[CH2:23][CH2:24][C@@H:20]([C:17]2[CH:16]=[CH:15][C:14]([NH:13][S:10]([C:7]3[CH:6]=[CH:5][C:4]([CH:1]([CH3:3])[CH3:2])=[CH:9][CH:8]=3)(=[O:12])=[O:11])=[CH:19][CH:18]=2)[CH2:21]1. (3) Given the reactants [F:1][C:2]([F:30])([F:29])[C:3]1[CH:4]=[C:5]([CH:13](O)[C:14]2([NH:17][C:18](=[O:27])[O:19]CC3C=CC=CC=3)[CH2:16][CH2:15]2)[CH:6]=[C:7]([C:9]([F:12])([F:11])[F:10])[CH:8]=1.[H-].[Na+], predict the reaction product. The product is: [F:29][C:2]([F:1])([F:30])[C:3]1[CH:4]=[C:5]([CH:13]2[C:14]3([CH2:16][CH2:15]3)[NH:17][C:18](=[O:27])[O:19]2)[CH:6]=[C:7]([C:9]([F:10])([F:12])[F:11])[CH:8]=1. (4) Given the reactants [CH3:1][O:2][C:3]1[N:8]=[C:7]2[C:9]([CH3:23])([CH3:22])[N:10](CC3C=CC(OC)=CC=3)[C:11](=[O:12])[C:6]2=[CH:5][CH:4]=1.[N+]([O-])([O-])=O.[NH4+].O.[CH3:30]COC(C)=O, predict the reaction product. The product is: [CH2:1]([O:2][C:3]1[N:8]=[C:7]2[C:9]([CH3:23])([CH3:22])[NH:10][C:11](=[O:12])[C:6]2=[CH:5][CH:4]=1)[CH3:30]. (5) Given the reactants [C:1]([S-:3])#[N:2].[K+].[Br:5][C:6]1[N:11]=[CH:10][C:9]([NH2:12])=[CH:8][CH:7]=1.BrBr.[CH3:15][C:16](O)=[O:17], predict the reaction product. The product is: [Br:5][C:6]1[N:11]=[C:10]2[S:3][C:1]([NH2:2])=[N:12][C:9]2=[CH:8][CH:7]=1.[Br:5][C:6]1[N:11]=[C:10]2[S:3][C:1]([NH:2][C:16](=[O:17])[CH3:15])=[N:12][C:9]2=[CH:8][CH:7]=1. (6) Given the reactants [CH3:1][N:2]1[C:11]2[C:6](=[CH:7][CH:8]=[CH:9][CH:10]=2)[CH2:5][CH2:4][CH2:3]1.[Br-:12].[Br-].[Br-].C([N+](CCCC)(CCCC)CCCC)CCC.C([N+](CCCC)(CCCC)CCCC)CCC.C([N+](CCCC)(CCCC)CCCC)CCC.O, predict the reaction product. The product is: [Br:12][C:8]1[CH:7]=[C:6]2[C:11](=[CH:10][CH:9]=1)[N:2]([CH3:1])[CH2:3][CH2:4][CH2:5]2.